Dataset: Forward reaction prediction with 1.9M reactions from USPTO patents (1976-2016). Task: Predict the product of the given reaction. (1) Given the reactants C([O:3][C:4]([C:6]1([C:17]([O:19]CC)=[O:18])[O:10][C:9]2[CH:11]=[C:12]([F:16])[CH:13]=[C:14]([Br:15])[C:8]=2[O:7]1)=[O:5])C.Cl, predict the reaction product. The product is: [Br:15][C:14]1[C:8]2[O:7][C:6]([C:17]([OH:19])=[O:18])([C:4]([OH:5])=[O:3])[O:10][C:9]=2[CH:11]=[C:12]([F:16])[CH:13]=1. (2) Given the reactants [NH2:1][CH2:2][CH2:3][O:4][CH2:5][CH2:6][N:7]1[C:19]2[C:18]3[CH:17]=[CH:16][CH:15]=[CH:14][C:13]=3[N:12]=[C:11]([NH2:20])[C:10]=2[N:9]=[C:8]1[CH3:21].[CH:22]1([N:28]=[C:29]=[O:30])[CH2:27][CH2:26][CH2:25][CH2:24][CH2:23]1, predict the reaction product. The product is: [NH2:20][C:11]1[C:10]2[N:9]=[C:8]([CH3:21])[N:7]([CH2:6][CH2:5][O:4][CH2:3][CH2:2][NH:1][C:29]([NH:28][CH:22]3[CH2:27][CH2:26][CH2:25][CH2:24][CH2:23]3)=[O:30])[C:19]=2[C:18]2[CH:17]=[CH:16][CH:15]=[CH:14][C:13]=2[N:12]=1. (3) Given the reactants Br[CH2:2][C:3]([C:5]1[CH:6]=[C:7]([CH:11]=[CH:12][CH:13]=1)[C:8]([OH:10])=[O:9])=O.[NH2:14][C:15]([NH2:17])=[S:16], predict the reaction product. The product is: [NH2:17][C:15]1[S:16][CH:2]=[C:3]([C:5]2[CH:6]=[C:7]([CH:11]=[CH:12][CH:13]=2)[C:8]([OH:10])=[O:9])[N:14]=1. (4) The product is: [CH2:1]([O:72][CH:29]1[C@@H:30]([O:64][CH2:65][C:66]2[CH:67]=[CH:68][CH:69]=[CH:70][CH:71]=2)[C@H:31]([O:56][CH2:57][C:58]2[CH:63]=[CH:62][CH:61]=[CH:60][CH:59]=2)[C:32]([CH2:44][O:45][CH2:46][C:47]2[CH:48]=[CH:49][C:50]([O:53][CH3:54])=[CH:51][CH:52]=2)([CH2:33][O:34][CH2:35][C:36]2[CH:37]=[CH:38][C:39]([O:42][CH3:43])=[CH:40][CH:41]=2)[O:55][C:28]1([C:9]1[CH:14]=[CH:13][C:12]([F:15])=[C:11]([CH2:16][C:17]2[CH:22]=[CH:21][C:20]([O:23][CH3:24])=[CH:19][CH:18]=2)[CH:10]=1)[OH:80])[C:2]1[CH:86]=[CH:85][CH:84]=[CH:4][CH:3]=1. Given the reactants [CH2:1]([Li])[CH2:2][CH2:3][CH3:4].O=O.Br[C:9]1[CH:14]=[CH:13][C:12]([F:15])=[C:11]([CH2:16][C:17]2[CH:22]=[CH:21][C:20]([O:23][CH3:24])=[CH:19][CH:18]=2)[CH:10]=1.CON(C)[C:28](=[O:80])[C@H:29]([O:72]CC1C=CC=CC=1)[C@@H:30]([O:64][CH2:65][C:66]1[CH:71]=[CH:70][CH:69]=[CH:68][CH:67]=1)[C@H:31]([O:56][CH2:57][C:58]1[CH:63]=[CH:62][CH:61]=[CH:60][CH:59]=1)[C:32]([OH:55])([CH2:44][O:45][CH2:46][C:47]1[CH:52]=[CH:51][C:50]([O:53][CH3:54])=[CH:49][CH:48]=1)[CH2:33][O:34][CH2:35][C:36]1[CH:41]=[CH:40][C:39]([O:42][CH3:43])=[CH:38][CH:37]=1.[Al].O1C[CH2:86][CH2:85][CH2:84]1, predict the reaction product.